This data is from Reaction yield outcomes from USPTO patents with 853,638 reactions. The task is: Predict the reaction yield, written as a fraction of the theoretical maximum amount of product (1.0 means a 100% yield; for example, 0.34 means a 34% yield). (1) The reactants are [Cl:1][C:2]1[C:3]([F:13])=[C:4]([I:12])[C:5]([OH:11])=[C:6]([C:8](=[O:10])[CH3:9])[CH:7]=1.CI.[C:16](=O)([O-])[O-].[K+].[K+]. The catalyst is CN(C)C=O.CCOCC. The product is [Cl:1][C:2]1[C:3]([F:13])=[C:4]([I:12])[C:5]([O:11][CH3:16])=[C:6]([C:8](=[O:10])[CH3:9])[CH:7]=1. The yield is 0.700. (2) The reactants are [CH3:1][O:2][C:3]1[CH:4]=[C:5]([CH:10]=[CH:11][CH:12]=1)[CH2:6][N:7]([CH3:9])[CH3:8].[CH2:13]([Li])[CH2:14]CC.ICC.C(OCC)C. The catalyst is C1COCC1. The product is [CH2:13]([C:4]1[C:3]([O:2][CH3:1])=[CH:12][CH:11]=[CH:10][C:5]=1[CH2:6][N:7]([CH3:9])[CH3:8])[CH3:14]. The yield is 0.560. (3) The reactants are [OH:1][CH2:2][C@@H:3]([NH:5][C:6](=[O:16])[CH2:7][N:8]1[CH:12]=[C:11]([N+:13]([O-])=O)[CH:10]=[N:9]1)[CH3:4]. The catalyst is C1COCC1.[Pd]. The product is [NH2:13][C:11]1[CH:10]=[N:9][N:8]([CH2:7][C:6]([NH:5][C@@H:3]([CH3:4])[CH2:2][OH:1])=[O:16])[CH:12]=1. The yield is 1.00. (4) The reactants are [Br:1][C:2]1[CH:3]=[CH:4][C:5]2[S:9](=[O:11])(=[O:10])[NH:8][CH2:7][C:6]=2[CH:12]=1.[C:13](=O)([O-])[O-].[K+].[K+].IC. The catalyst is CCO. The product is [Br:1][C:2]1[CH:3]=[CH:4][C:5]2[S:9](=[O:10])(=[O:11])[N:8]([CH3:13])[CH2:7][C:6]=2[CH:12]=1. The yield is 0.830. (5) The reactants are [CH2:1]([NH2:7])[CH2:2][CH2:3][CH2:4][CH2:5][CH3:6].Cl[C:9]([N:11]1[CH2:16][CH:15]([CH2:17][CH3:18])[O:14][C:13]2[CH:19]=[C:20]([C:23]3[CH:24]=[CH:25][C:26]([O:29][CH2:30][C:31]([CH3:37])([CH3:36])[C:32]([O:34][CH3:35])=[O:33])=[N:27][CH:28]=3)[CH:21]=[CH:22][C:12]1=2)=[O:10].C(N(C(C)C)C(C)C)C. The catalyst is C(Cl)Cl. The product is [CH2:17]([CH:15]1[O:14][C:13]2[CH:19]=[C:20]([C:23]3[CH:24]=[CH:25][C:26]([O:29][CH2:30][C:31]([CH3:37])([CH3:36])[C:32]([O:34][CH3:35])=[O:33])=[N:27][CH:28]=3)[CH:21]=[CH:22][C:12]=2[N:11]([C:9](=[O:10])[NH:7][CH2:1][CH2:2][CH2:3][CH2:4][CH2:5][CH3:6])[CH2:16]1)[CH3:18]. The yield is 0.960. (6) The reactants are [Cl:1][C:2]1[CH:7]=[CH:6][CH:5]=[CH:4][C:3]=1[N:8]1[C:12]2[CH:13]=[CH:14][CH:15]=[CH:16][C:11]=2[N:10]([CH2:17][CH2:18][N:19]2[CH2:24][CH2:23][N:22](C(OC(C)(C)C)=O)[CH2:21][CH2:20]2)[S:9]1(=[O:33])=[O:32].Cl. The catalyst is ClCCl.O1CCOCC1. The product is [Cl:1][C:2]1[CH:7]=[CH:6][CH:5]=[CH:4][C:3]=1[N:8]1[C:12]2[CH:13]=[CH:14][CH:15]=[CH:16][C:11]=2[N:10]([CH2:17][CH2:18][N:19]2[CH2:24][CH2:23][NH:22][CH2:21][CH2:20]2)[S:9]1(=[O:32])=[O:33]. The yield is 0.810. (7) The reactants are [OH:1][C@H:2]([CH3:8])[C:3]([O:5][CH2:6][CH3:7])=[O:4].[CH3:9][S:10](Cl)(=[O:12])=[O:11]. The catalyst is C1COCC1. The product is [CH3:9][S:10]([O:1][C@H:2]([CH3:8])[C:3]([O:5][CH2:6][CH3:7])=[O:4])(=[O:12])=[O:11]. The yield is 0.600. (8) The reactants are Cl[C:2]1[CH:7]=[C:6]([Cl:8])[CH:5]=[C:4]([Cl:9])[N:3]=1.[Cl:10][C:11]1[CH:12]=[CH:13][C:14]([O:20][CH3:21])=[C:15](B(O)O)[CH:16]=1.[F-].[Cs+]. The catalyst is COCCOC.C1C=CC([P]([Pd]([P](C2C=CC=CC=2)(C2C=CC=CC=2)C2C=CC=CC=2)([P](C2C=CC=CC=2)(C2C=CC=CC=2)C2C=CC=CC=2)[P](C2C=CC=CC=2)(C2C=CC=CC=2)C2C=CC=CC=2)(C2C=CC=CC=2)C2C=CC=CC=2)=CC=1. The product is [Cl:9][C:4]1[CH:5]=[C:6]([Cl:8])[CH:7]=[C:2]([C:13]2[CH:12]=[C:11]([Cl:10])[CH:16]=[CH:15][C:14]=2[O:20][CH3:21])[N:3]=1. The yield is 0.320. (9) The reactants are [CH2:1]([O:8][C:9](=[O:27])[C@@H:10]([NH:14][C:15](=[O:26])[C@@H:16]([NH:18][C:19]([O:21]C(C)(C)C)=O)[CH3:17])[CH2:11][O:12][CH3:13])[C:2]1[CH:7]=[CH:6][CH:5]=[CH:4][CH:3]=1.FC(F)(F)C(O)=O.C(N(CC)C(C)C)(C)C.[CH3:44][C:45]1[O:49][N:48]=[C:47](C(O)=O)[CH:46]=1.CN(C(ON1N=NC2C=CC=NC1=2)=[N+](C)C)C.F[P-](F)(F)(F)(F)F. The catalyst is ClCCl. The product is [CH2:1]([O:8][C:9](=[O:27])[C@@H:10]([NH:14][C:15](=[O:26])[C@@H:16]([NH:18][C:19]([C:47]1[CH:46]=[C:45]([CH3:44])[O:49][N:48]=1)=[O:21])[CH3:17])[CH2:11][O:12][CH3:13])[C:2]1[CH:3]=[CH:4][CH:5]=[CH:6][CH:7]=1. The yield is 0.930. (10) The reactants are [CH2:1]([N:8]1[C:17]2[C:12](=[C:13]([N:19]3[CH2:24][CH2:23][N:22]([CH3:25])[CH2:21][CH2:20]3)[CH:14]=[C:15]([Cl:18])[CH:16]=2)[C:11](=[O:26])[N:10]([CH2:27][C:28]2[CH:33]=[CH:32][CH:31]=[CH:30][C:29]=2[N+:34]([O-])=O)[C:9]1=[O:37])[C:2]1[CH:7]=[CH:6][CH:5]=[CH:4][CH:3]=1.C. The catalyst is C(O)C.[Pd]. The product is [NH2:34][C:29]1[CH:30]=[CH:31][CH:32]=[CH:33][C:28]=1[CH2:27][N:10]1[C:11](=[O:26])[C:12]2[C:17](=[CH:16][C:15]([Cl:18])=[CH:14][C:13]=2[N:19]2[CH2:24][CH2:23][N:22]([CH3:25])[CH2:21][CH2:20]2)[N:8]([CH2:1][C:2]2[CH:7]=[CH:6][CH:5]=[CH:4][CH:3]=2)[C:9]1=[O:37]. The yield is 0.520.